This data is from Full USPTO retrosynthesis dataset with 1.9M reactions from patents (1976-2016). The task is: Predict the reactants needed to synthesize the given product. (1) Given the product [CH:8]1([NH:7][CH:6]2[CH2:5][CH2:4][CH2:10][CH2:29][CH2:28]2)[CH2:9][CH2:12][CH2:13][CH2:14][CH2:15]1.[F:27][C:4]1([F:3])[CH2:5][CH2:6][N:7]([S:17]([C:20]2[CH:21]=[CH:22][C:23]([CH3:26])=[CH:24][CH:25]=2)(=[O:18])=[O:19])[C:8]2[CH:15]=[CH:14][C:13]([F:16])=[CH:12][C:9]=2/[C:10]/1=[CH:36]/[C:37]([OH:39])=[O:38], predict the reactants needed to synthesize it. The reactants are: [H-].[Na+].[F:3][C:4]1([F:27])[C:10](=O)[C:9]2[CH:12]=[C:13]([F:16])[CH:14]=[CH:15][C:8]=2[N:7]([S:17]([C:20]2[CH:25]=[CH:24][C:23]([CH3:26])=[CH:22][CH:21]=2)(=[O:19])=[O:18])[CH2:6][CH2:5]1.[CH2:28](OP([CH2:36][C:37]([OH:39])=[O:38])(OCC)=O)[CH3:29].CC(C)([O-])C.[Na+].Cl. (2) Given the product [ClH:8].[ClH:1].[Cl:8][C:9]1[C:10]([F:38])=[C:11]([C:12]([N:14]2[CH2:19][CH2:18][NH:17][CH2:16][CH:15]2[CH2:27][O:28][C:29]2[CH:30]=[N:31][CH:32]=[CH:33][CH:34]=2)=[O:13])[CH:35]=[CH:36][CH:37]=1, predict the reactants needed to synthesize it. The reactants are: [ClH:1].O1CCOCC1.[Cl:8][C:9]1[C:10]([F:38])=[C:11]([CH:35]=[CH:36][CH:37]=1)[C:12]([N:14]1[CH2:19][CH2:18][N:17](C(OC(C)(C)C)=O)[CH2:16][CH:15]1[CH2:27][O:28][C:29]1[CH:30]=[N:31][CH:32]=[CH:33][CH:34]=1)=[O:13].